This data is from Forward reaction prediction with 1.9M reactions from USPTO patents (1976-2016). The task is: Predict the product of the given reaction. (1) Given the reactants [CH2:1]([NH:3][C:4]([CH:6]1[CH2:11][CH2:10][C:9](=O)[CH2:8][CH2:7]1)=[O:5])[CH3:2].[NH:13]1[CH2:16][CH:15]([NH:17][C:18](=[O:35])[CH2:19][NH:20][C:21]2[C:30]3[C:25](=[CH:26][CH:27]=[C:28]([C:31]([F:34])([F:33])[F:32])[CH:29]=3)[N:24]=[CH:23][N:22]=2)[CH2:14]1.[BH-](OC(C)=O)(OC(C)=O)OC(C)=O.[Na+], predict the reaction product. The product is: [CH2:1]([NH:3][C:4]([CH:6]1[CH2:11][CH2:10][CH:9]([N:13]2[CH2:14][CH:15]([NH:17][C:18](=[O:35])[CH2:19][NH:20][C:21]3[C:30]4[C:25](=[CH:26][CH:27]=[C:28]([C:31]([F:32])([F:34])[F:33])[CH:29]=4)[N:24]=[CH:23][N:22]=3)[CH2:16]2)[CH2:8][CH2:7]1)=[O:5])[CH3:2]. (2) Given the reactants [CH3:1][N:2]1[C:6]([CH3:8])([CH3:7])[C:5](=[O:9])[NH:4][C:3]1=[O:10].N([CH2:14][CH2:15][CH2:16][CH2:17]CC)=C=O, predict the reaction product. The product is: [CH3:1][N:2]1[C:6]([CH3:8])([CH3:7])[C:5](=[O:9])[NH:4][C:3]1=[O:10].[CH2:6]([C:5]([NH2:4])=[O:9])[CH2:7][CH2:14][CH2:15][CH2:16][CH3:17]. (3) Given the reactants [F:1][C:2]1[CH:7]=[CH:6][C:5]([C:8]2[N:12]3[N:13]=[CH:14][C:15]([C:17]([F:20])([F:19])[F:18])=[N:16][C:11]3=[N:10][CH:9]=2)=[CH:4][C:3]=1OS(C(F)(F)F)(=O)=O.C([Sn](CCCC)(CCCC)[C:34]1[O:35][CH:36]=[CH:37][N:38]=1)CCC, predict the reaction product. The product is: [F:1][C:2]1[CH:7]=[CH:6][C:5]([C:8]2[N:12]3[N:13]=[CH:14][C:15]([C:17]([F:19])([F:18])[F:20])=[N:16][C:11]3=[N:10][CH:9]=2)=[CH:4][C:3]=1[C:34]1[O:35][CH:36]=[CH:37][N:38]=1.